Dataset: Reaction yield outcomes from USPTO patents with 853,638 reactions. Task: Predict the reaction yield, written as a fraction of the theoretical maximum amount of product (1.0 means a 100% yield; for example, 0.34 means a 34% yield). (1) The reactants are [C:1]([O:5][C:6]([NH:8][C:9]1([CH:17]2[CH2:26][CH2:25][C:24]3[CH:23]=[C:22](OS(C(F)(F)F)(=O)=O)[CH:21]=[CH:20][C:19]=3[CH2:18]2)[CH2:14][O:13][C:12]([CH3:16])([CH3:15])[O:11][CH2:10]1)=[O:7])([CH3:4])([CH3:3])[CH3:2].[CH2:35]([O:42][C:43]1[CH:44]=[C:45]([SH:49])[CH:46]=[CH:47][CH:48]=1)[C:36]1[CH:41]=[CH:40][CH:39]=[CH:38][CH:37]=1.O1CCOCC1.C(N(CC)C(C)C)(C)C.CC1(C)C2C(=C(P(C3C=CC=CC=3)C3C=CC=CC=3)C=CC=2)OC2C(P(C3C=CC=CC=3)C3C=CC=CC=3)=CC=CC1=2. The catalyst is C1C=CC(/C=C/C(/C=C/C2C=CC=CC=2)=O)=CC=1.C1C=CC(/C=C/C(/C=C/C2C=CC=CC=2)=O)=CC=1.C1C=CC(/C=C/C(/C=C/C2C=CC=CC=2)=O)=CC=1.[Pd].[Pd].CC1(C)C2C(=C(P(C3C=CC=CC=3)C3C=CC=CC=3)C=CC=2)OC2C(P(C3C=CC=CC=3)C3C=CC=CC=3)=CC=CC1=2.CCOC(C)=O.CCCCCC. The product is [CH2:35]([O:42][C:43]1[CH:44]=[C:45]([S:49][C:22]2[CH:23]=[C:24]3[C:19](=[CH:20][CH:21]=2)[CH2:18][CH:17]([C:9]2([NH:8][C:6](=[O:7])[O:5][C:1]([CH3:4])([CH3:3])[CH3:2])[CH2:14][O:13][C:12]([CH3:16])([CH3:15])[O:11][CH2:10]2)[CH2:26][CH2:25]3)[CH:46]=[CH:47][CH:48]=1)[C:36]1[CH:37]=[CH:38][CH:39]=[CH:40][CH:41]=1. The yield is 0.430. (2) The reactants are [NH:1]1[C:9]2[C:4](=[CH:5][CH:6]=[CH:7][CH:8]=2)[CH2:3][C:2]1=[O:10].[N:11]1[CH:16]=[CH:15][CH:14]=[C:13](/[CH:17]=[CH:18]/[C:19]2[C:27]3[C:22](=[CH:23][C:24]([CH:28]=O)=[CH:25][CH:26]=3)[NH:21][N:20]=2)[CH:12]=1. No catalyst specified. The product is [N:11]1[CH:16]=[CH:15][CH:14]=[C:13](/[CH:17]=[CH:18]/[C:19]2[C:27]3[C:22](=[CH:23][C:24](/[CH:28]=[C:3]4/[C:2](=[O:10])[NH:1][C:9]5[C:4]/4=[CH:5][CH:6]=[CH:7][CH:8]=5)=[CH:25][CH:26]=3)[NH:21][N:20]=2)[CH:12]=1. The yield is 0.840. (3) The reactants are Cl.C(OC([NH:9][C:10]1[CH:15]=[CH:14][CH:13]=[CH:12][C:11]=1[NH:16][C:17](=[O:37])[C:18]1[CH:23]=[CH:22][C:21]([CH:24]2[CH2:29][CH2:28][N:27](C(OC(C)(C)C)=O)[CH2:26][CH2:25]2)=[CH:20][CH:19]=1)=O)(C)(C)C. The catalyst is O1CCOCC1. The product is [NH2:9][C:10]1[CH:15]=[CH:14][CH:13]=[CH:12][C:11]=1[NH:16][C:17](=[O:37])[C:18]1[CH:23]=[CH:22][C:21]([CH:24]2[CH2:29][CH2:28][NH:27][CH2:26][CH2:25]2)=[CH:20][CH:19]=1. The yield is 0.820. (4) The reactants are Br[C:2]1[CH:3]=[CH:4][C:5]([CH3:11])=[C:6]([CH:10]=1)[C:7]([OH:9])=[O:8].[F:12][C:13]1[CH:14]=[C:15](B(O)O)[CH:16]=[CH:17][CH:18]=1.CN(C=O)C.C([O-])([O-])=O.[Na+].[Na+]. The catalyst is CCO.C1C=CC([P]([Pd]([P](C2C=CC=CC=2)(C2C=CC=CC=2)C2C=CC=CC=2)([P](C2C=CC=CC=2)(C2C=CC=CC=2)C2C=CC=CC=2)[P](C2C=CC=CC=2)(C2C=CC=CC=2)C2C=CC=CC=2)(C2C=CC=CC=2)C2C=CC=CC=2)=CC=1.O. The product is [F:12][C:13]1[CH:18]=[C:17]([C:2]2[CH:3]=[CH:4][C:5]([CH3:11])=[C:6]([CH:10]=2)[C:7]([OH:9])=[O:8])[CH:16]=[CH:15][CH:14]=1. The yield is 0.680. (5) The reactants are [C:1]([O:7][CH2:8][CH2:9][CH2:10][C@H:11]1[CH2:15][C:14](=[CH2:16])[C@H:13]([CH2:17][CH2:18][C@@H:19]([OH:25])[CH2:20][C:21]([CH3:24])=[C:22]=[CH2:23])[O:12]1)(=[O:6])[C:2]([CH3:5])([CH3:4])[CH3:3].[N+:26]([C:29]1[CH:37]=[CH:36][C:32]([C:33](O)=[O:34])=[CH:31][CH:30]=1)([O-:28])=[O:27].C1(P(C2C=CC=CC=2)C2C=CC=CC=2)C=CC=CC=1.CC(OC(/N=N/C(OC(C)C)=O)=O)C. The product is [N+:26]([C:29]1[CH:30]=[CH:31][C:32]([C:33]([O:25][C@H:19]([CH2:20][C:21]([CH3:24])=[C:22]=[CH2:23])[CH2:18][CH2:17][C@H:13]2[C:14](=[CH2:16])[CH2:15][C@H:11]([CH2:10][CH2:9][CH2:8][O:7][C:1](=[O:6])[C:2]([CH3:3])([CH3:4])[CH3:5])[O:12]2)=[O:34])=[CH:36][CH:37]=1)([O-:28])=[O:27]. The catalyst is C1(C)C=CC=CC=1.CC(OC)(C)C. The yield is 1.00. (6) The reactants are [NH2:1][C:2]1[C:12]2[CH2:11][CH2:10][N:9](C(=O)C(F)(F)F)[CH2:8][CH2:7][C:6]=2[CH:5]=[CH:4][C:3]=1[Cl:19].N.C([O-])(O)=O.[Na+].[C:37]([O:36][C:34](O[C:34]([O:36][C:37]([CH3:40])([CH3:39])[CH3:38])=[O:35])=[O:35])([CH3:40])([CH3:39])[CH3:38].[S:41]1[C:45]([CH:46]=O)=[CH:44][N:43]=[CH:42]1.C(O)(=O)C.C(O[BH-](OC(=O)C)OC(=O)C)(=O)C.[Na+]. The catalyst is CO.O.ClCCCl. The product is [C:37]([O:36][C:34]([N:9]1[CH2:10][CH2:11][C:12]2[C:2]([N:1]=[CH:46][C:45]3[S:41][CH:42]=[N:43][CH:44]=3)=[C:3]([Cl:19])[CH:4]=[CH:5][C:6]=2[CH2:7][CH2:8]1)=[O:35])([CH3:38])([CH3:39])[CH3:40]. The yield is 0.600.